This data is from Full USPTO retrosynthesis dataset with 1.9M reactions from patents (1976-2016). The task is: Predict the reactants needed to synthesize the given product. (1) Given the product [Cl:29][C:26]1[CH:25]=[CH:24][C:23]([C:20]2[CH:21]=[CH:22][C:17]([C:16]#[C:15][C:12]3[CH:13]=[CH:14][C:9]([O:8][CH2:7][CH2:6][NH:35][CH2:34][CH:31]4[CH2:33][CH2:32]4)=[C:10]([CH3:30])[CH:11]=3)=[N:18][CH:19]=2)=[CH:28][CH:27]=1, predict the reactants needed to synthesize it. The reactants are: CS(O[CH2:6][CH2:7][O:8][C:9]1[CH:14]=[CH:13][C:12]([C:15]#[C:16][C:17]2[CH:22]=[CH:21][C:20]([C:23]3[CH:28]=[CH:27][C:26]([Cl:29])=[CH:25][CH:24]=3)=[CH:19][N:18]=2)=[CH:11][C:10]=1[CH3:30])(=O)=O.[CH:31]1([CH2:34][NH2:35])[CH2:33][CH2:32]1.C(N(C(C)C)C(C)C)C. (2) Given the product [Cl:7][C:8]1[S:12][N:11]([CH2:13][C:14]2[CH:15]=[CH:16][C:17]([C:2]#[C:1][Si:3]([CH3:6])([CH3:5])[CH3:4])=[CH:18][CH:19]=2)[C:10](=[O:21])[CH:9]=1, predict the reactants needed to synthesize it. The reactants are: [C:1]([Si:3]([CH3:6])([CH3:5])[CH3:4])#[CH:2].[Cl:7][C:8]1[S:12][N:11]([CH2:13][C:14]2[CH:19]=[CH:18][C:17](I)=[CH:16][CH:15]=2)[C:10](=[O:21])[CH:9]=1.C(NC(C)C)(C)C.